From a dataset of NCI-60 drug combinations with 297,098 pairs across 59 cell lines. Regression. Given two drug SMILES strings and cell line genomic features, predict the synergy score measuring deviation from expected non-interaction effect. Drug 1: CN(CCCl)CCCl.Cl. Drug 2: C(CC(=O)O)C(=O)CN.Cl. Cell line: SW-620. Synergy scores: CSS=34.2, Synergy_ZIP=-8.59, Synergy_Bliss=-0.105, Synergy_Loewe=-54.2, Synergy_HSA=-1.25.